Task: Predict the product of the given reaction.. Dataset: Forward reaction prediction with 1.9M reactions from USPTO patents (1976-2016) (1) The product is: [F:23][C:2]([F:1])([F:22])[C:3]1[N:7]2[CH:8]=[C:9]([C:12]3[CH:21]=[CH:20][C:15]([C:16]([OH:18])=[O:17])=[CH:14][CH:13]=3)[CH:10]=[CH:11][C:6]2=[N:5][N:4]=1. Given the reactants [F:1][C:2]([F:23])([F:22])[C:3]1[N:7]2[CH:8]=[C:9]([C:12]3[CH:21]=[CH:20][C:15]([C:16]([O:18]C)=[O:17])=[CH:14][CH:13]=3)[CH:10]=[CH:11][C:6]2=[N:5][N:4]=1.[OH-].[Li+], predict the reaction product. (2) Given the reactants [NH2:1][C:2]1[CH:3]=[C:4]([C:8]2[C:9]3[C:16]([C:17]([O:19][CH2:20][CH3:21])=[O:18])=[CH:15][NH:14][C:10]=3[N:11]=[CH:12][N:13]=2)[CH:5]=[CH:6][CH:7]=1.[CH3:22][N:23]([CH2:25][C:26](=[CH2:30])[C:27]([O-])=[O:28])[CH3:24].[Na+].Cl.O1CCOCC1.CCCP1(OP(CCC)(=O)OP(CCC)(=O)O1)=O, predict the reaction product. The product is: [CH3:22][N:23]([CH2:25][C:26](=[CH2:30])[C:27]([NH:1][C:2]1[CH:3]=[C:4]([C:8]2[C:9]3[C:16]([C:17]([O:19][CH2:20][CH3:21])=[O:18])=[CH:15][NH:14][C:10]=3[N:11]=[CH:12][N:13]=2)[CH:5]=[CH:6][CH:7]=1)=[O:28])[CH3:24]. (3) Given the reactants [NH2:1][C@@H:2]([CH2:6][CH2:7][C:8]([NH:10][C@H:11]([C:14]([NH:16][CH2:17][C:18]([OH:20])=[O:19])=[O:15])[CH2:12][SH:13])=[O:9])[C:3]([OH:5])=[O:4].[CH2:21]=[CH:22][CH:23](SSC1C=CC=CN=1)[CH2:24][CH2:25][CH2:26][CH2:27][CH2:28][CH2:29][CH2:30][CH2:31][CH2:32][CH3:33].C1C=CC(P(C2C=CC=CC=2)C2C=CC=CC=2)=CC=1, predict the reaction product. The product is: [CH2:21]([S:13][CH2:12][C@@H:11]([C:14]([NH:16][CH2:17][C:18]([OH:20])=[O:19])=[O:15])[NH:10][C:8](=[O:9])[CH2:7][CH2:6][C@@H:2]([C:3]([OH:5])=[O:4])[NH2:1])[CH:22]=[CH:23][CH2:24][CH2:25][CH2:26][CH2:27][CH2:28][CH2:29][CH2:30][CH2:31][CH2:32][CH3:33]. (4) The product is: [CH3:36][C@@H:31]1[CH2:32][O:33][CH2:34][CH2:35][N:30]1[C:18]1[N:17]=[C:16]2[C:21]([N:22]=[C:14]([C:7]3[CH:6]=[C:5]([CH2:3][OH:2])[CH:13]=[C:12]4[C:8]=3[CH:9]=[CH:10][NH:11]4)[NH:15]2)=[C:20]([N:23]2[CH2:28][CH2:27][O:26][CH2:25][C@H:24]2[CH3:29])[N:19]=1. Given the reactants C[O:2][C:3]([C:5]1[CH:13]=[C:12]2[C:8]([CH:9]=[CH:10][NH:11]2)=[C:7]([C:14]2[NH:15][C:16]3[C:21]([N:22]=2)=[C:20]([N:23]2[CH2:28][CH2:27][O:26][CH2:25][C@H:24]2[CH3:29])[N:19]=[C:18]([N:30]2[CH2:35][CH2:34][O:33][CH2:32][C@H:31]2[CH3:36])[N:17]=3)[CH:6]=1)=O.[H-].[H-].[H-].[H-].[Li+].[Al+3], predict the reaction product. (5) Given the reactants [CH3:1][CH:2]([C@H:4]([CH2:20][C@H:21]([NH2:39])[C@@H:22]([OH:38])[CH2:23][C@H:24]([C:28]([NH:30][CH2:31][C:32]([C:35]([NH2:37])=[O:36])([CH3:34])[CH3:33])=[O:29])[CH:25]([CH3:27])[CH3:26])[CH2:5][C:6]1[CH:7]=[CH:8][C:9]([O:18][CH3:19])=[C:10]([O:12][CH2:13][CH2:14][CH2:15][O:16][CH3:17])[CH:11]=1)[CH3:3].[CH3:40][CH:41]([C@H:43]([CH2:59][C@H:60]([NH2:78])[C@@H:61]([OH:77])[CH2:62][C@H:63]([C:67]([NH:69][CH2:70][C:71]([C:74]([NH2:76])=[O:75])([CH3:73])[CH3:72])=[O:68])[CH:64]([CH3:66])[CH3:65])[CH2:44][C:45]1[CH:46]=[CH:47][C:48]([O:57][CH3:58])=[C:49]([O:51][CH2:52][CH2:53][CH2:54][O:55][CH3:56])[CH:50]=1)[CH3:42].[CH:79](/[C:84]([OH:86])=[O:85])=[CH:80]\[C:81]([OH:83])=[O:82], predict the reaction product. The product is: [CH2:10]([OH:12])[CH2:9][CH2:8][CH2:7][CH3:6].[CH3:42][CH:41]([C@H:43]([CH2:59][C@H:60]([NH2:78])[C@@H:61]([OH:77])[CH2:62][C@H:63]([C:67]([NH:69][CH2:70][C:71]([C:74]([NH2:76])=[O:75])([CH3:72])[CH3:73])=[O:68])[CH:64]([CH3:65])[CH3:66])[CH2:44][C:45]1[CH:46]=[CH:47][C:48]([O:57][CH3:58])=[C:49]([O:51][CH2:52][CH2:53][CH2:54][O:55][CH3:56])[CH:50]=1)[CH3:40].[CH3:3][CH:2]([C@H:4]([CH2:20][C@H:21]([NH2:39])[C@@H:22]([OH:38])[CH2:23][C@H:24]([C:28]([NH:30][CH2:31][C:32]([C:35]([NH2:37])=[O:36])([CH3:33])[CH3:34])=[O:29])[CH:25]([CH3:26])[CH3:27])[CH2:5][C:6]1[CH:7]=[CH:8][C:9]([O:18][CH3:19])=[C:10]([O:12][CH2:13][CH2:14][CH2:15][O:16][CH3:17])[CH:11]=1)[CH3:1].[CH:79](/[C:84]([OH:86])=[O:85])=[CH:80]\[C:81]([OH:83])=[O:82]. (6) Given the reactants [Cl:1][C:2]1[CH:7]=[CH:6][C:5]([C:8]([F:11])([F:10])[F:9])=[CH:4][N:3]=1.O.[NH2:13][NH2:14], predict the reaction product. The product is: [ClH:1].[F:9][C:8]([F:11])([F:10])[C:5]1[CH:6]=[CH:7][C:2]([NH:13][NH2:14])=[N:3][CH:4]=1. (7) Given the reactants [CH3:1][O:2][C:3](=[O:35])[CH2:4][C:5]([N:7]([CH2:24][C:25]1[CH:30]=[CH:29][C:28]([C:31]([F:34])([F:33])[F:32])=[CH:27][CH:26]=1)[C:8]1[CH2:12][N:11]([C:13](=[O:18])[CH2:14][CH2:15][CH:16]=[CH2:17])[CH2:10][C:9]=1[C:19]([O:21]CC)=O)=[O:6].C[O-].[Na+], predict the reaction product. The product is: [OH:21][C:19]1[C:9]2[CH2:10][N:11]([C:13](=[O:18])[CH2:14][CH2:15][CH:16]=[CH2:17])[CH2:12][C:8]=2[N:7]([CH2:24][C:25]2[CH:26]=[CH:27][C:28]([C:31]([F:33])([F:34])[F:32])=[CH:29][CH:30]=2)[C:5](=[O:6])[C:4]=1[C:3]([O:2][CH3:1])=[O:35].